This data is from Full USPTO retrosynthesis dataset with 1.9M reactions from patents (1976-2016). The task is: Predict the reactants needed to synthesize the given product. (1) Given the product [Br:1][C:2]1[CH:3]=[CH:4][C:5]([C:8]2[CH2:12][CH:11]([CH2:13][OH:14])[O:10][N:9]=2)=[N+:6]([O-:23])[CH:7]=1, predict the reactants needed to synthesize it. The reactants are: [Br:1][C:2]1[CH:3]=[CH:4][C:5]([C:8]2[CH2:12][CH:11]([CH2:13][OH:14])[O:10][N:9]=2)=[N:6][CH:7]=1.ClC1C=CC=C(C(OO)=[O:23])C=1. (2) Given the product [CH3:19][O:20][C:21](=[O:32])[C@H:22]([CH:23]1[CH2:26][CH:25]([CH2:27][O:28][CH2:29][O:30][CH3:31])[CH2:24]1)[C:46]([C:36]1[CH:37]=[CH:38][C:39]([CH2:40][CH2:41][C:42]([CH3:45])([CH3:44])[CH3:43])=[C:34]([Cl:33])[CH:35]=1)([NH:48][S@:49]([C:51]([CH3:52])([CH3:54])[CH3:53])=[O:50])[CH3:47], predict the reactants needed to synthesize it. The reactants are: C(NC(C)C)(C)C.C([Li])CCC.CCCCCC.[CH3:19][O:20][C:21](=[O:32])[CH2:22][CH:23]1[CH2:26][CH:25]([CH2:27][O:28][CH2:29][O:30][CH3:31])[CH2:24]1.[Cl:33][C:34]1[CH:35]=[C:36](/[C:46](=[N:48]/[S@:49]([C:51]([CH3:54])([CH3:53])[CH3:52])=[O:50])/[CH3:47])[CH:37]=[CH:38][C:39]=1[CH2:40][CH2:41][C:42]([CH3:45])([CH3:44])[CH3:43].C(O)(=O)CC(CC(O)=O)(C(O)=O)O. (3) Given the product [CH:27]([C:16]1[C:17]([CH3:26])=[N:18][N:19]([C:20]2[CH:21]=[CH:22][CH:23]=[CH:24][CH:25]=2)[C:15]=1[N:11]1[CH2:12][CH2:13][N:8]([C:6]([O:5][C:1]([CH3:4])([CH3:2])[CH3:3])=[O:7])[CH2:9][CH2:10]1)=[O:28], predict the reactants needed to synthesize it. The reactants are: [C:1]([O:5][C:6]([N:8]1[CH2:13][CH2:12][NH:11][CH2:10][CH2:9]1)=[O:7])([CH3:4])([CH3:3])[CH3:2].Cl[C:15]1[N:19]([C:20]2[CH:25]=[CH:24][CH:23]=[CH:22][CH:21]=2)[N:18]=[C:17]([CH3:26])[C:16]=1[CH:27]=[O:28].C(=O)([O-])[O-].[K+].[K+]. (4) Given the product [C:1]([C:5]1[CH:10]=[CH:9][C:8]([C:11]2[CH:16]=[C:15]([NH:26][C:27]3[CH:28]=[C:29]4[C:33](=[CH:34][CH:35]=3)[CH2:32][CH:31]([OH:36])[CH2:30]4)[N:14]=[CH:13][N:12]=2)=[CH:7][C:6]=1[NH:18][C:19](=[O:25])[O:20][C:21]([CH3:24])([CH3:23])[CH3:22])([CH3:4])([CH3:3])[CH3:2], predict the reactants needed to synthesize it. The reactants are: [C:1]([C:5]1[CH:10]=[CH:9][C:8]([C:11]2[CH:16]=[C:15](Cl)[N:14]=[CH:13][N:12]=2)=[CH:7][C:6]=1[NH:18][C:19](=[O:25])[O:20][C:21]([CH3:24])([CH3:23])[CH3:22])([CH3:4])([CH3:3])[CH3:2].[NH2:26][C:27]1[CH:28]=[C:29]2[C:33](=[CH:34][CH:35]=1)[CH2:32][CH:31]([OH:36])[CH2:30]2.